Regression. Given two drug SMILES strings and cell line genomic features, predict the synergy score measuring deviation from expected non-interaction effect. From a dataset of NCI-60 drug combinations with 297,098 pairs across 59 cell lines. Drug 1: C1CCN(CC1)CCOC2=CC=C(C=C2)C(=O)C3=C(SC4=C3C=CC(=C4)O)C5=CC=C(C=C5)O. Drug 2: C(=O)(N)NO. Cell line: SR. Synergy scores: CSS=-1.94, Synergy_ZIP=-2.21, Synergy_Bliss=-9.42, Synergy_Loewe=-11.4, Synergy_HSA=-11.6.